This data is from Catalyst prediction with 721,799 reactions and 888 catalyst types from USPTO. The task is: Predict which catalyst facilitates the given reaction. Reactant: [F:1][C:2]1[CH:7]=[C:6]([CH:8]=O)[CH:5]=[CH:4][C:3]=1[C:10]1[CH:15]=[CH:14][CH:13]=[C:12]([C:16]([NH2:18])=[O:17])[CH:11]=1.[C:19]([CH:23]1[CH2:28][CH2:27][CH:26]([NH2:29])[CH2:25][CH2:24]1)([CH3:22])([CH3:21])[CH3:20].C(O)(=O)C.C(O[BH-](OC(=O)C)OC(=O)C)(=O)C.[Na+]. Product: [C:19]([C@@H:23]1[CH2:24][CH2:25][C@H:26]([NH:29][CH2:8][C:6]2[CH:5]=[CH:4][C:3]([C:10]3[CH:15]=[CH:14][CH:13]=[C:12]([C:16]([NH2:18])=[O:17])[CH:11]=3)=[C:2]([F:1])[CH:7]=2)[CH2:27][CH2:28]1)([CH3:22])([CH3:20])[CH3:21]. The catalyst class is: 91.